From a dataset of Catalyst prediction with 721,799 reactions and 888 catalyst types from USPTO. Predict which catalyst facilitates the given reaction. Reactant: [CH3:1][O:2][C:3]1[CH:12]=[CH:11][CH:10]=[C:9]2[C:4]=1[CH2:5][CH2:6][CH2:7][C:8]2=O.Cl.[NH2:15][OH:16].O.C(=O)([O-])[O-].[Na+].[Na+]. Product: [CH3:1][O:2][C:3]1[CH:12]=[CH:11][CH:10]=[C:9]2[C:4]=1[CH2:5][CH2:6][CH2:7][C:8]2=[N:15][OH:16]. The catalyst class is: 8.